Dataset: Drug-target binding data from BindingDB using IC50 measurements. Task: Regression. Given a target protein amino acid sequence and a drug SMILES string, predict the binding affinity score between them. We predict pIC50 (pIC50 = -log10(IC50 in M); higher means more potent). Dataset: bindingdb_ic50. (1) The compound is Cc1cc(O)c2c(c1)O[C@@]1(C(N)=O)C(=CC=C[C@H]1O)C2=O. The target protein (P15348) has sequence MENGNKALSIEQMYQKKSQLEHILLRPDSYIGSVEFTKELMWVYDNSQNRMVQKEISFVPGLYKIFDEILVNAADNKQRDKSMNTIKIDIDPERNMVSVWNNGQGIPVTMHKEQKMYVPTMIFGHLLTSSNYNDDEKKVTGGRNGYGAKLCNIFSTSFTVETATREYKKSFKQTWGNNMGKASDVQIKDFNGTDYTRITFSPDLAKFKMDRLDEDIVALMSRRAYDVAASSKGVSVFLNGNKLGVRNFKDYIDLHIKNTDDDSGPPIKIVHEVANERWEVACCPSDRGFQQVSFVNSIATYKGGRHVDHVVDNLIKQLLEVLKKKNKGGINIKPFQVRNHLWVFVNCLIENPTFDSQTKENMTLQQKGFGSKCTLSEKFINNMSKSGIVESVLAWAKFKAQNDIAKTGGRKSSKIKGIPKLEDANEAGGKNSIKCTLILTEGDSAKSLAVSGLGVIGRDLYGVFPLRGKLLNVREANFKQLSENAEINNLCKIIGLQYKK.... The pIC50 is 4.5. (2) The target protein (Q9JHR7) has sequence MRNGLVWLLHPALPGTLRSILGARPPPAKRLCGFPKQTYSTMSNPAIQRIEDQIVKSPEDKREYRGLELANGIKVLLISDPTTDKSSAALDVHIGSLSDPPNIPGLSHFCEHMLFLGTKKYPKENEYSQFLSEHAGSSNAFTSGEHTNYYFDVSHEHLEGALDRFAQFFLCPLLDASCKDREVNAVDSEHEKNVMNDAWRLFQLEKATGNPKHPFSKFGTGNKYTLETRPNQEGIDVREELLKFHSTYYSSNLMAICVLGRESLDDLTNLVVKLFSEVENKNVPLPEFPEHPFQEEHLRQLYKIVPIKDIRNLYVTFPIPDLQQYYKSNPGYYLGHLIGHEGPGSLLSELKSKGWVNTLVGGQKEGARGFMFFIINVDLTEEGLLHVEDIILHMFQYIQKLRAEGPQEWVFQECKDLNAVAFRFKDKERPRGYTSKIAGKLHYYPLNGVLTAEYLLEEFRPDLIDMVLDKLRPENVRVAIVSKSFEGKTDRTEQWYGTQY.... The pIC50 is 7.0. The drug is NC(=O)CC[C@@H]1NC(=O)/C=C/C(=O)N[C@H](C(N)=O)CCCCNC(=O)[C@@H](Cc2ccc(C(=O)c3ccccc3)cc2)NC(=O)[C@H](CC2CCCCC2)NC1=O.